This data is from Reaction yield outcomes from USPTO patents with 853,638 reactions. The task is: Predict the reaction yield, written as a fraction of the theoretical maximum amount of product (1.0 means a 100% yield; for example, 0.34 means a 34% yield). The reactants are [Br:1][C:2]1[C:3]([F:12])=[C:4]2[C:10]([NH2:11])=[CH:9][NH:8][C:5]2=[N:6][CH:7]=1.[CH3:13][C:14]1[CH:15]=[C:16]([CH:20]=[CH:21][CH:22]=1)[C:17](O)=[O:18].C1N(P(Cl)(N2C(=O)OCC2)=O)C(=O)OC1.C(N(CC)CC)C.[Li+].[OH-]. The catalyst is C(Cl)Cl.O. The product is [Br:1][C:2]1[C:3]([F:12])=[C:4]2[C:10]([NH:11][C:17](=[O:18])[C:16]3[CH:20]=[CH:21][CH:22]=[C:14]([CH3:13])[CH:15]=3)=[CH:9][NH:8][C:5]2=[N:6][CH:7]=1. The yield is 0.555.